Task: Predict which catalyst facilitates the given reaction.. Dataset: Catalyst prediction with 721,799 reactions and 888 catalyst types from USPTO (1) Reactant: [ClH:1].[CH:2]1([CH2:5][N:6]2[CH2:11][CH2:10][C:9]3[N:12]([C@@H:22]4[C:30]5[C:25](=[C:26]([F:32])[CH:27]=[C:28]([F:31])[CH:29]=5)[CH2:24][C@H:23]4[OH:33])[N:13]=[C:14]([C:15]4[CH:20]=[CH:19][C:18]([F:21])=[CH:17][CH:16]=4)[C:8]=3[CH2:7]2)[CH2:4][CH2:3]1. The catalyst class is: 23. Product: [ClH:1].[CH:2]1([CH2:5][N:6]2[CH2:11][CH2:10][C:9]3[N:12]([CH:22]4[C:30]5[C:25](=[C:26]([F:32])[CH:27]=[C:28]([F:31])[CH:29]=5)[CH2:24][CH:23]4[OH:33])[N:13]=[C:14]([C:15]4[CH:16]=[CH:17][C:18]([F:21])=[CH:19][CH:20]=4)[C:8]=3[CH2:7]2)[CH2:3][CH2:4]1. (2) Reactant: C(OC([N:8]1[CH2:12][C@@H:11]([CH2:13][N:14]([CH:31]([CH3:33])[CH3:32])[C:15](=[O:30])[C:16]2[CH:21]=[CH:20][C:19]([O:22][CH3:23])=[C:18]([O:24][CH2:25][CH2:26][CH2:27][O:28][CH3:29])[CH:17]=2)[C@H:10]([OH:34])[CH2:9]1)=O)(C)(C)C.Br[CH2:36][C:37]1[CH:42]=[C:41]([O:43][CH3:44])[CH:40]=[C:39]([O:45][CH3:46])[CH:38]=1.CC#N.O.CC#N. Product: [CH3:46][O:45][C:39]1[CH:38]=[C:37]([CH:42]=[C:41]([O:43][CH3:44])[CH:40]=1)[CH2:36][O:34][C@@H:10]1[CH2:9][NH:8][CH2:12][C@H:11]1[CH2:13][N:14]([CH:31]([CH3:32])[CH3:33])[C:15](=[O:30])[C:16]1[CH:21]=[CH:20][C:19]([O:22][CH3:23])=[C:18]([O:24][CH2:25][CH2:26][CH2:27][O:28][CH3:29])[CH:17]=1. The catalyst class is: 6.